This data is from Forward reaction prediction with 1.9M reactions from USPTO patents (1976-2016). The task is: Predict the product of the given reaction. (1) Given the reactants Br[C:2]1[C:10]2[O:9][C:8]([C:11]([N:13]([CH3:15])[CH3:14])=[O:12])=[CH:7][C:6]=2[CH:5]=[C:4]([O:16][CH3:17])[CH:3]=1.[N:18]1[CH:23]=[CH:22][CH:21]=[CH:20][C:19]=1[CH2:24][CH2:25][N:26]1[CH2:31][CH2:30][NH:29][CH2:28][CH2:27]1.C1(P(C2CCCCC2)C2C=CC=CC=2C2C(C(C)C)=CC(C(C)C)=CC=2C(C)C)CCCCC1.CC(C)([O-])C.[Na+], predict the reaction product. The product is: [CH3:17][O:16][C:4]1[CH:3]=[C:2]([N:29]2[CH2:30][CH2:31][N:26]([CH2:25][CH2:24][C:19]3[CH:20]=[CH:21][CH:22]=[CH:23][N:18]=3)[CH2:27][CH2:28]2)[C:10]2[O:9][C:8]([C:11]([N:13]([CH3:15])[CH3:14])=[O:12])=[CH:7][C:6]=2[CH:5]=1. (2) Given the reactants Cl.[NH2:2][CH:3]1[CH2:8][CH2:7][N:6]([CH2:9][CH2:10][C:11]2[C:12]([F:23])=[CH:13][CH:14]=[C:15]3[C:20]=2[N:19]([CH3:21])[C:18](=[O:22])[CH:17]=[CH:16]3)[CH2:5][CH2:4]1.[N:24]1[C:29]2[O:30][CH2:31][CH2:32][O:33][C:28]=2[CH:27]=[C:26]([CH:34]=O)[N:25]=1.[C:36]([O-:39])(=[O:38])[CH3:37].[Na+], predict the reaction product. The product is: [C:18]([OH:22])(=[O:30])/[CH:17]=[CH:37]/[C:36]([OH:39])=[O:38].[N:24]1[C:29]2[O:30][CH2:31][CH2:32][O:33][C:28]=2[CH:27]=[C:26]([CH2:34][NH:2][CH:3]2[CH2:8][CH2:7][N:6]([CH2:9][CH2:10][C:11]3[C:12]([F:23])=[CH:13][CH:14]=[C:15]4[C:20]=3[N:19]([CH3:21])[C:18](=[O:22])[CH:17]=[CH:16]4)[CH2:5][CH2:4]2)[N:25]=1. (3) Given the reactants [C:1]([O:5][C:6]([N:8]1[CH2:13][C@@H:12]([C:14](=[O:37])[NH:15][CH2:16][C:17]2([CH2:31][CH2:32][CH2:33][CH2:34][O:35][CH3:36])[C:30]3[CH:29]=[CH:28][CH:27]=[CH:26][C:25]=3[O:24][C:23]3[C:18]2=[CH:19][CH:20]=[CH:21][CH:22]=3)[CH2:11][C@H:10]([C:38]([OH:40])=O)[CH2:9]1)=[O:7])([CH3:4])([CH3:3])[CH3:2].[NH2:41][CH2:42][CH2:43][CH2:44][OH:45], predict the reaction product. The product is: [C:1]([O:5][C:6]([N:8]1[CH2:13][C@@H:12]([C:14](=[O:37])[NH:15][CH2:16][C:17]2([CH2:31][CH2:32][CH2:33][CH2:34][O:35][CH3:36])[C:18]3[CH:19]=[CH:20][CH:21]=[CH:22][C:23]=3[O:24][C:25]3[C:30]2=[CH:29][CH:28]=[CH:27][CH:26]=3)[CH2:11][C@H:10]([C:38](=[O:40])[NH:41][CH2:42][CH2:43][CH2:44][OH:45])[CH2:9]1)=[O:7])([CH3:2])([CH3:3])[CH3:4]. (4) Given the reactants O[CH:2]([C:5]1[C:13]2[O:12][CH2:11][CH:10]([C:14]3[CH:19]=[CH:18][C:17]([CH:20]([CH3:22])[CH3:21])=[CH:16][CH:15]=3)[C:9]=2[C:8]([CH3:23])=[C:7]([NH:24][C:25](=[O:31])[CH2:26][C:27]([CH3:30])([CH3:29])[CH3:28])[C:6]=1[CH3:32])[CH2:3][CH3:4], predict the reaction product. The product is: [CH:20]([C:17]1[CH:18]=[CH:19][C:14]([CH:10]2[C:9]3[C:8]([CH3:23])=[C:7]([NH:24][C:25](=[O:31])[CH2:26][C:27]([CH3:28])([CH3:30])[CH3:29])[C:6]([CH3:32])=[C:5]([CH2:2][CH2:3][CH3:4])[C:13]=3[O:12][CH2:11]2)=[CH:15][CH:16]=1)([CH3:21])[CH3:22].